Dataset: Forward reaction prediction with 1.9M reactions from USPTO patents (1976-2016). Task: Predict the product of the given reaction. (1) Given the reactants F[C:2]1[CH:7]=[CH:6][CH:5]=[CH:4][C:3]=1[N+:8]([O-:10])=[O:9].[F:11][C:12]([F:22])([F:21])[O:13][C:14]1[CH:20]=[CH:19][C:17]([NH2:18])=[CH:16][CH:15]=1.C([O-])(C)(C)C.[K+].ClCCl, predict the reaction product. The product is: [N+:8]([C:3]1[CH:4]=[CH:5][CH:6]=[CH:7][C:2]=1[NH:18][C:17]1[CH:19]=[CH:20][C:14]([O:13][C:12]([F:11])([F:21])[F:22])=[CH:15][CH:16]=1)([O-:10])=[O:9]. (2) Given the reactants [N:1]12[CH2:8][CH2:7][CH:4]([CH2:5][CH2:6]1)[CH:3]([O:9][C:10](=[O:23])[NH:11][C:12]([C:15]1[CH:20]=[C:19](Br)[CH:18]=[CH:17][C:16]=1[F:22])([CH3:14])[CH3:13])[CH2:2]2.[C:24]1(B(O)O)[CH:29]=[CH:28][CH:27]=[CH:26][CH:25]=1, predict the reaction product. The product is: [N:1]12[CH2:8][CH2:7][CH:4]([CH2:5][CH2:6]1)[CH:3]([O:9][C:10](=[O:23])[NH:11][C:12]([C:15]1[CH:20]=[C:19]([C:24]3[CH:29]=[CH:28][CH:27]=[CH:26][CH:25]=3)[CH:18]=[CH:17][C:16]=1[F:22])([CH3:14])[CH3:13])[CH2:2]2. (3) Given the reactants [CH3:1][O:2][C:3]1[CH:4]=[C:5]2[C:10](=[CH:11][C:12]=1[O:13][CH3:14])[N:9]=[CH:8][CH:7]=[C:6]2[O:15][C:16]1[C:22]([CH3:23])=[CH:21][C:19]([NH2:20])=[C:18]([CH3:24])[CH:17]=1.[CH2:25]([N:27]([CH2:30][CH3:31])[CH2:28][CH3:29])[CH3:26].[C:32](Cl)(Cl)=[S:33].[CH2:36]([N:38](CC)CC(N)C)C, predict the reaction product. The product is: [CH3:1][O:2][C:3]1[CH:4]=[C:5]2[C:10](=[CH:11][C:12]=1[O:13][CH3:14])[N:9]=[CH:8][CH:7]=[C:6]2[O:15][C:16]1[C:22]([CH3:23])=[CH:21][C:19]([NH:20][C:32]([NH:38][CH2:36][CH2:26][CH2:25][N:27]([CH2:30][CH3:31])[CH2:28][CH3:29])=[S:33])=[C:18]([CH3:24])[CH:17]=1. (4) Given the reactants [C:1]([C:5]1[C:9]([C:10]#[N:11])=[C:8](Cl)[S:7][N:6]=1)([CH3:4])([CH3:3])[CH3:2].[CH3:13][C:14]1[CH:20]=[C:19]([OH:21])[C:18]([CH3:22])=[CH:17][C:15]=1[NH2:16].C(=O)([O-])[O-].[K+].[K+], predict the reaction product. The product is: [NH2:16][C:15]1[C:14]([CH3:13])=[CH:20][C:19]([O:21][C:8]2[S:7][N:6]=[C:5]([C:1]([CH3:4])([CH3:3])[CH3:2])[C:9]=2[C:10]#[N:11])=[C:18]([CH3:22])[CH:17]=1. (5) Given the reactants [C:1]([O:5][C:6]([N:8]1[CH2:12][C@H:11]([O:13][CH2:14][CH2:15][CH3:16])[CH2:10][C@@H:9]1[C@@H:17]([O:41][Si:42]([C:45]([CH3:48])([CH3:47])[CH3:46])([CH3:44])[CH3:43])[C@@H:18]([NH:28][C:29]([C:31]1[CH:32]=[C:33]([CH:37]=[C:38]([CH3:40])[CH:39]=1)C(O)=O)=[O:30])[CH2:19][C:20]1[CH:25]=[C:24]([F:26])[CH:23]=[C:22]([F:27])[CH:21]=1)=[O:7])([CH3:4])([CH3:3])[CH3:2].CCN([CH:55]([CH3:57])[CH3:56])C(C)C.C[N:59]([C:61]([O:65]N1N=NC2C=CC=NC1=2)=[N+](C)C)C.F[P-](F)(F)(F)(F)F.[CH2:82](NCCC)[CH2:83][CH3:84], predict the reaction product. The product is: [C:61]([NH:59][C:33]1[CH:32]=[C:31]([CH:39]=[C:38]([CH3:40])[CH:37]=1)[C:29]([NH:28][C@@H:18]([CH2:19][C:20]1[CH:25]=[C:24]([F:26])[CH:23]=[C:22]([F:27])[CH:21]=1)[C@@H:17]([C@H:9]1[CH2:10][C@@H:11]([O:13][CH2:14][CH2:15][CH3:16])[CH2:12][N:8]1[C:6]([O:5][C:1]([CH3:3])([CH3:2])[CH3:4])=[O:7])[O:41][Si:42]([C:45]([CH3:48])([CH3:46])[CH3:47])([CH3:43])[CH3:44])=[O:30])(=[O:65])[C:56]1[CH:55]=[CH:57][CH:84]=[CH:83][CH:82]=1.